From a dataset of Peptide-MHC class II binding affinity with 134,281 pairs from IEDB. Regression. Given a peptide amino acid sequence and an MHC pseudo amino acid sequence, predict their binding affinity value. This is MHC class II binding data. (1) The peptide sequence is SWIQSIPFVHLGHRD. The MHC is HLA-DQA10102-DQB10602 with pseudo-sequence HLA-DQA10102-DQB10602. The binding affinity (normalized) is 0.336. (2) The peptide sequence is AFQGLFGGLNWITKV. The MHC is DRB1_0401 with pseudo-sequence DRB1_0401. The binding affinity (normalized) is 0. (3) The peptide sequence is PWRYIRSFPILASSG. The MHC is H-2-IAb with pseudo-sequence H-2-IAb. The binding affinity (normalized) is 0.674. (4) The peptide sequence is WMTTEDMLEVWNRVW. The MHC is HLA-DQA10201-DQB10402 with pseudo-sequence HLA-DQA10201-DQB10402. The binding affinity (normalized) is 0.290. (5) The peptide sequence is THFTTWTSIPTLAAQ. The MHC is DRB1_1101 with pseudo-sequence DRB1_1101. The binding affinity (normalized) is 0.698. (6) The peptide sequence is IRQLERLLQAVVGAG. The MHC is DRB1_1302 with pseudo-sequence DRB1_1302. The binding affinity (normalized) is 0.517. (7) The peptide sequence is SLFFSAQPFEITAST. The MHC is HLA-DQA10102-DQB10602 with pseudo-sequence HLA-DQA10102-DQB10602. The binding affinity (normalized) is 0.372.